Dataset: Full USPTO retrosynthesis dataset with 1.9M reactions from patents (1976-2016). Task: Predict the reactants needed to synthesize the given product. (1) Given the product [CH3:1][C:2]1[CH:3]=[C:4]([N:9]2[C:13](=[O:14])[C:12](=[C:15]([NH:28][NH:27][C:25](=[O:26])[C:24]3[CH:29]=[CH:30][C:31]([OH:33])=[CH:32][C:23]=3[OH:22])[CH3:16])[C:11]([C:18]([F:20])([F:21])[F:19])=[N:10]2)[CH:5]=[CH:6][C:7]=1[CH3:8], predict the reactants needed to synthesize it. The reactants are: [CH3:1][C:2]1[CH:3]=[C:4]([N:9]2[C:13]([OH:14])=[C:12]([C:15](=O)[CH3:16])[C:11]([C:18]([F:21])([F:20])[F:19])=[N:10]2)[CH:5]=[CH:6][C:7]=1[CH3:8].[OH:22][C:23]1[CH:32]=[C:31]([OH:33])[CH:30]=[CH:29][C:24]=1[C:25]([NH:27][NH2:28])=[O:26]. (2) Given the product [CH2:1]([O:3][C:4]([N:6]1[CH2:12][CH2:11][C:10]2[C:13]([CH3:16])=[C:14]([Br:28])[S:15][C:9]=2[CH2:8][CH2:7]1)=[O:5])[CH3:2], predict the reactants needed to synthesize it. The reactants are: [CH2:1]([O:3][C:4]([N:6]1[CH2:12][CH2:11][C:10]2[C:13]([CH3:16])=[CH:14][S:15][C:9]=2[CH2:8][CH2:7]1)=[O:5])[CH3:2].CC(O)=O.C1C(=O)N([Br:28])C(=O)C1.